This data is from Catalyst prediction with 721,799 reactions and 888 catalyst types from USPTO. The task is: Predict which catalyst facilitates the given reaction. (1) Reactant: [CH2:1]([O:3][C:4](=[O:16])[C:5]1[CH:10]=[C:9]([F:11])[C:8](F)=[C:7]([O:13][CH3:14])[C:6]=1[F:15])[CH3:2].[C:17]([O:21][C:22](=[O:29])[NH:23][CH:24]1[CH2:28][CH2:27][NH:26][CH2:25]1)([CH3:20])([CH3:19])[CH3:18].C(N(CC)CC)C. Product: [CH2:1]([O:3][C:4](=[O:16])[C:5]1[CH:10]=[C:9]([F:11])[C:8]([N:26]2[CH2:27][CH2:28][CH:24]([NH:23][C:22]([O:21][C:17]([CH3:20])([CH3:19])[CH3:18])=[O:29])[CH2:25]2)=[C:7]([O:13][CH3:14])[C:6]=1[F:15])[CH3:2]. The catalyst class is: 10. (2) Reactant: [NH2:1][C:2]1[C:11]([C:12]#[N:13])=[C:10](O)[C:9]2[C:4](=[CH:5][CH:6]=[CH:7][CH:8]=2)[N:3]=1.P(Br)(Br)[Br:16].BrBr. Product: [NH2:1][C:2]1[C:11]([C:12]#[N:13])=[C:10]([Br:16])[C:9]2[C:4](=[CH:5][CH:6]=[CH:7][CH:8]=2)[N:3]=1. The catalyst class is: 10. (3) Reactant: [Br:1][C:2]1[CH:3]=[C:4]([N:8]2[CH:12]=[C:11]([C@:13]([NH2:22])([CH3:21])[C:14]([F:20])([F:19])[CH2:15][O:16][C:17]#[N:18])[CH:10]=[N:9]2)[CH:5]=[CH:6][CH:7]=1.[OH-].[NH4+].ClCCl. Product: [Br:1][C:2]1[CH:3]=[C:4]([N:8]2[CH:12]=[C:11]([C@:13]3([CH3:21])[C:14]([F:20])([F:19])[CH2:15][O:16][C:17]([NH2:18])=[N:22]3)[CH:10]=[N:9]2)[CH:5]=[CH:6][CH:7]=1. The catalyst class is: 5. (4) Reactant: C[O:2][C:3]1[CH:10]=[CH:9][CH:8]=[C:7]([N+:11]([O-:13])=[O:12])[C:4]=1[C:5]#[N:6].Cl.N1C=CC=CC=1.O. Product: [OH:2][C:3]1[CH:10]=[CH:9][CH:8]=[C:7]([N+:11]([O-:13])=[O:12])[C:4]=1[C:5]#[N:6]. The catalyst class is: 2. (5) Reactant: [Br:1][C:2]1[C:11]([OH:12])=[CH:10][CH:9]=[C:8]2[C:3]=1[CH:4]=[CH:5][C:6]([CH2:13][N:14]([CH3:30])[C:15]([C:17]1[C:21]3[CH:22]=[CH:23][CH:24]=[CH:25][C:20]=3[O:19][C:18]=1[CH2:26][CH2:27][CH2:28][CH3:29])=[O:16])=[CH:7]2.Br[CH2:32][C:33]#[N:34].C(=O)([O-])[O-].[K+].[K+]. Product: [Br:1][C:2]1[C:11]([O:12][CH2:32][C:33]#[N:34])=[CH:10][CH:9]=[C:8]2[C:3]=1[CH:4]=[CH:5][C:6]([CH2:13][N:14]([CH3:30])[C:15]([C:17]1[C:21]3[CH:22]=[CH:23][CH:24]=[CH:25][C:20]=3[O:19][C:18]=1[CH2:26][CH2:27][CH2:28][CH3:29])=[O:16])=[CH:7]2. The catalyst class is: 39. (6) Reactant: C([O:4][CH2:5][C:6]([NH:8][C:9]1[CH:14]=[CH:13][C:12]([C@H:15]([CH3:27])[C:16]([NH:18][C:19]2[S:20][C:21]([CH:24]([CH3:26])[CH3:25])=[CH:22][N:23]=2)=[O:17])=[CH:11][CH:10]=1)=[O:7])(=O)C.O.[OH-].[Li+]. Product: [C:6]([NH:8][C:9]1[CH:10]=[CH:11][C:12]([C@H:15]([CH3:27])[C:16]([NH:18][C:19]2[S:20][C:21]([CH:24]([CH3:26])[CH3:25])=[CH:22][N:23]=2)=[O:17])=[CH:13][CH:14]=1)(=[O:7])[CH2:5][OH:4]. The catalyst class is: 30.